This data is from Reaction yield outcomes from USPTO patents with 853,638 reactions. The task is: Predict the reaction yield, written as a fraction of the theoretical maximum amount of product (1.0 means a 100% yield; for example, 0.34 means a 34% yield). (1) The reactants are Cl[C:2]1[CH:3]=[CH:4][C:5]2[N:11]3[CH2:12][C@H:8]([CH2:9][CH2:10]3)[N:7]([C:13]([NH:15][C:16]3[CH:21]=[N:20][CH:19]=[CH:18][N:17]=3)=[O:14])[C:6]=2[N:22]=1.[CH2:23]([C:25]1[N:30]=[CH:29][C:28](B(O)O)=[CH:27][CH:26]=1)[CH3:24].[O-]P([O-])([O-])=O.[K+].[K+].[K+].CC(C1C=C(C(C)C)C(C2C=CC=CC=2P(C2CCCCC2)C2CCCCC2)=C(C(C)C)C=1)C. The catalyst is O1CCOCC1.O.C1C=CC(/C=C/C(/C=C/C2C=CC=CC=2)=O)=CC=1.C1C=CC(/C=C/C(/C=C/C2C=CC=CC=2)=O)=CC=1.C1C=CC(/C=C/C(/C=C/C2C=CC=CC=2)=O)=CC=1.[Pd].[Pd]. The product is [CH2:23]([C:25]1[N:30]=[CH:29][C:28]([C:2]2[CH:3]=[CH:4][C:5]3[N:11]4[CH2:12][C@H:8]([CH2:9][CH2:10]4)[N:7]([C:13]([NH:15][C:16]4[CH:21]=[N:20][CH:19]=[CH:18][N:17]=4)=[O:14])[C:6]=3[N:22]=2)=[CH:27][CH:26]=1)[CH3:24]. The yield is 0.466. (2) The reactants are [F:1][CH:2]([F:13])[O:3][C:4]1[CH:9]=[CH:8][C:7]([N+:10]([O-])=O)=[CH:6][N:5]=1.C(O)(=O)C. The catalyst is CO.[Pd]. The product is [F:13][CH:2]([F:1])[O:3][C:4]1[N:5]=[CH:6][C:7]([NH2:10])=[CH:8][CH:9]=1. The yield is 1.05. (3) The reactants are [OH:1][N:2]=[C:3](Cl)[C:4]1[C:8]([NH:9][CH2:10][CH2:11][O:12][CH3:13])=[N:7][O:6][N:5]=1.FC(F)(F)C(O)=O.[Br:22][C:23]1[CH:24]=[C:25]([CH2:28][NH2:29])[O:26][CH:27]=1.C(N(CC)CC)C. The catalyst is C(O)C. The product is [Br:22][C:23]1[CH:24]=[C:25]([CH2:28][NH:29][C:3]([C:4]2[C:8]([NH:9][CH2:10][CH2:11][O:12][CH3:13])=[N:7][O:6][N:5]=2)=[N:2][OH:1])[O:26][CH:27]=1. The yield is 1.00. (4) The reactants are [N:1]1[C:6]2[CH:7]=[CH:8][NH:9][C:10](=[O:11])[C:5]=2[CH:4]=[N:3][CH:2]=1.C1C(=O)N([Br:19])C(=O)C1. The catalyst is CN(C=O)C. The product is [Br:19][C:7]1[C:6]2[N:1]=[CH:2][N:3]=[CH:4][C:5]=2[C:10](=[O:11])[NH:9][CH:8]=1. The yield is 0.716. (5) The reactants are [Cl:1][C:2]1[CH:3]=[C:4]([C:12]2[N:16]=[C:15]([C:17]3[C:18]([CH3:32])=[C:19]([CH:29]=[CH:30][CH:31]=3)[O:20][CH2:21]/[CH:22]=[CH:23]/[C:24]([O:26]CC)=[O:25])[O:14][N:13]=2)[CH:5]=[CH:6][C:7]=1[O:8][CH:9]([CH3:11])[CH3:10].[OH-].[Na+]. The catalyst is C(O)(=O)C. The product is [Cl:1][C:2]1[CH:3]=[C:4]([C:12]2[N:16]=[C:15]([C:17]3[C:18]([CH3:32])=[C:19]([CH:29]=[CH:30][CH:31]=3)[O:20][CH2:21]/[CH:22]=[CH:23]/[C:24]([OH:26])=[O:25])[O:14][N:13]=2)[CH:5]=[CH:6][C:7]=1[O:8][CH:9]([CH3:10])[CH3:11]. The yield is 0.220.